From a dataset of Full USPTO retrosynthesis dataset with 1.9M reactions from patents (1976-2016). Predict the reactants needed to synthesize the given product. (1) Given the product [F:24][C@@H:25]1[CH2:29][CH2:28][N:27]([C:4]2[CH:5]=[C:6]([N:10]3[CH2:11][CH2:12][O:13][CH2:14][CH2:15]3)[CH:7]=[C:8]([CH3:9])[C:3]=2[C:1]#[N:2])[CH2:26]1, predict the reactants needed to synthesize it. The reactants are: [C:1]([C:3]1[C:8]([CH3:9])=[CH:7][C:6]([N:10]2[CH2:15][CH2:14][O:13][CH2:12][CH2:11]2)=[CH:5][C:4]=1OS(C(F)(F)F)(=O)=O)#[N:2].[F:24][C@@H:25]1[CH2:29][CH2:28][NH:27][CH2:26]1.C(=O)([O-])[O-].[Cs+].[Cs+]. (2) The reactants are: [Br:1][CH2:2][CH2:3][CH2:4][CH2:5][C:6]([CH3:18])([C:12]1[CH:17]=[CH:16][CH:15]=[CH:14][CH:13]=1)[C:7](OCC)=[O:8].[Li+].[BH4-].CO. Given the product [Br:1][CH2:2][CH2:3][CH2:4][CH2:5][C:6]([CH3:18])([C:12]1[CH:13]=[CH:14][CH:15]=[CH:16][CH:17]=1)[CH2:7][OH:8], predict the reactants needed to synthesize it. (3) Given the product [BrH:35].[F:1][C:2]1[CH:7]=[CH:6][C:5]([N:8]2[C:16]3[C:11](=[CH:12][CH:13]=[CH:14][CH:15]=3)[C:10]([CH2:17][CH2:18][CH2:19][CH2:20][N:21]3[CH2:22][CH2:23][C:24]4([C:34]5[C:29](=[CH:30][CH:31]=[CH:32][CH:33]=5)[CH2:28][O:27]4)[CH2:25][CH2:26]3)=[CH:9]2)=[CH:4][CH:3]=1, predict the reactants needed to synthesize it. The reactants are: [F:1][C:2]1[CH:7]=[CH:6][C:5]([N:8]2[C:16]3[C:11](=[CH:12][CH:13]=[CH:14][CH:15]=3)[C:10]([CH2:17][CH2:18][CH2:19][CH2:20][N:21]3[CH2:26][CH2:25][C:24]4([C:34]5[C:29](=[CH:30][CH:31]=[CH:32][CH:33]=5)[CH2:28][O:27]4)[CH2:23][CH2:22]3)=[CH:9]2)=[CH:4][CH:3]=1.[BrH:35]. (4) Given the product [CH3:1][O:2][C:3](=[O:25])[CH2:4][CH2:5][CH2:6][O:7][C:8]1[CH:9]=[C:10]([O:23][CH3:24])[CH:11]=[C:12]([C:14](=[O:22])[NH:15][CH:16]2[CH2:17][CH2:18][N:19]([CH2:64][C:63]3[CH:66]=[C:67]([O:70][CH2:71][CH3:72])[C:68]([F:69])=[C:61]([O:60][CH2:58][CH3:59])[CH:62]=3)[CH2:20][CH2:21]2)[CH:13]=1, predict the reactants needed to synthesize it. The reactants are: [CH3:1][O:2][C:3](=[O:25])[CH2:4][CH2:5][CH2:6][O:7][C:8]1[CH:13]=[C:12]([C:14](=[O:22])[NH:15][CH:16]2[CH2:21][CH2:20][NH:19][CH2:18][CH2:17]2)[CH:11]=[C:10]([O:23][CH3:24])[CH:9]=1.C(OC(N1CCC(NC(=O)C2C=C(OCCCC(OC)=O)C=C(OC)C=2)CC1)=O)(C)(C)C.[CH2:58]([O:60][C:61]1[CH:62]=[C:63]([CH:66]=[C:67]([O:70][CH2:71][CH3:72])[C:68]=1[F:69])[CH:64]=O)[CH3:59].C([BH3-])#N.[Na+].C(N(C(C)C)C(C)C)C. (5) Given the product [Br:6][C:7]1[CH:12]=[C:11]([Br:13])[CH:10]=[C:9]([Br:14])[C:8]=1[N+:15]([O-:17])=[O:16], predict the reactants needed to synthesize it. The reactants are: S(=O)(=O)(O)O.[Br:6][C:7]1[CH:12]=[C:11]([Br:13])[CH:10]=[C:9]([Br:14])[CH:8]=1.[N+:15]([O-])([OH:17])=[O:16].C(=O)([O-])[O-].[K+].[K+]. (6) The reactants are: [CH2:1]([O:3][CH2:4][CH2:5][O:6][CH2:7][CH2:8][OH:9])[CH3:2].Cl[C:11]1[C:20]2[C:15](=[CH:16][CH:17]=[CH:18][CH:19]=2)[CH:14]=[C:13]([NH:21][C:22]2[CH:26]=[C:25]([CH3:27])[NH:24][N:23]=2)[N:12]=1. Given the product [CH2:1]([O:3][CH2:4][CH2:5][O:6][CH2:7][CH2:8][O:9][C:11]1[C:20]2[C:15](=[CH:16][CH:17]=[CH:18][CH:19]=2)[CH:14]=[C:13]([NH:21][C:22]2[CH:26]=[C:25]([CH3:27])[NH:24][N:23]=2)[N:12]=1)[CH3:2], predict the reactants needed to synthesize it.